From a dataset of Forward reaction prediction with 1.9M reactions from USPTO patents (1976-2016). Predict the product of the given reaction. (1) The product is: [CH:18]1([NH:21][C:22]([C:24]2[CH:29]=[C:28]([C:2]3[CH:15]=[CH:14][C:5]([C:6]([NH:8][CH2:9][C:10]([CH3:13])([CH3:12])[CH3:11])=[O:7])=[CH:4][C:3]=3[CH:16]=[O:17])[C:27]([CH3:33])=[C:26]([F:34])[CH:25]=2)=[O:23])[CH2:20][CH2:19]1. Given the reactants Br[C:2]1[CH:15]=[CH:14][C:5]([C:6]([NH:8][CH2:9][C:10]([CH3:13])([CH3:12])[CH3:11])=[O:7])=[CH:4][C:3]=1[CH:16]=[O:17].[CH:18]1([NH:21][C:22]([C:24]2[CH:25]=[C:26]([F:34])[C:27]([CH3:33])=[C:28](B(O)O)[CH:29]=2)=[O:23])[CH2:20][CH2:19]1.C([O-])([O-])=O.[K+].[K+], predict the reaction product. (2) Given the reactants I[C:2]1[CH:10]=[CH:9][C:5]([C:6]([OH:8])=[O:7])=[CH:4][CH:3]=1.[O:11]1[CH:15]=[CH:14][CH:13]=[C:12]1B(O)O.C([O-])([O-])=O.[K+].[K+], predict the reaction product. The product is: [O:11]1[CH:15]=[CH:14][CH:13]=[C:12]1[C:2]1[CH:10]=[CH:9][C:5]([C:6]([OH:8])=[O:7])=[CH:4][CH:3]=1. (3) Given the reactants Br[C:2]1[CH:7]=[C:6]([C:8](=[O:17])[CH2:9][C:10]2[CH:15]=[CH:14][CH:13]=[C:12]([CH3:16])[N:11]=2)[CH:5]=[CH:4][N:3]=1.[F:18][C:19]([F:31])([F:30])[O:20][C:21]1[CH:26]=[CH:25][C:24](B(O)O)=[CH:23][CH:22]=1, predict the reaction product. The product is: [CH3:16][C:12]1[N:11]=[C:10]([CH2:9][C:8]([C:6]2[CH:5]=[CH:4][N:3]=[C:2]([C:24]3[CH:23]=[CH:22][C:21]([O:20][C:19]([F:18])([F:30])[F:31])=[CH:26][CH:25]=3)[CH:7]=2)=[O:17])[CH:15]=[CH:14][CH:13]=1. (4) Given the reactants Br[C:2]1[CH:7]=[C:6]([F:8])[CH:5]=[C:4]([C:9]([CH3:12])([CH3:11])[CH3:10])[CH:3]=1.C([Mg]Cl)(C)C.[Li]CCCC.CN([CH:26]=[O:27])C, predict the reaction product. The product is: [C:9]([C:4]1[CH:3]=[C:2]([CH:7]=[C:6]([F:8])[CH:5]=1)[CH:26]=[O:27])([CH3:12])([CH3:11])[CH3:10]. (5) The product is: [OH:2][C:3]1[CH:8]=[CH:7][CH:6]=[CH:5][C:4]=1[N:9]1[CH2:10][CH2:11][N:12]([CH2:15][CH2:16][CH2:17][CH2:18][NH:19][C:20]([C:22]2[NH:23][C:24]3[C:29]([CH:30]=2)=[CH:28][CH:27]=[CH:26][CH:25]=3)=[O:21])[CH2:13][CH2:14]1. Given the reactants C[O:2][C:3]1[CH:8]=[CH:7][CH:6]=[CH:5][C:4]=1[N:9]1[CH2:14][CH2:13][N:12]([CH2:15][CH2:16][CH2:17][CH2:18][NH:19][C:20]([C:22]2[NH:23][C:24]3[C:29]([CH:30]=2)=[CH:28][CH:27]=[CH:26][CH:25]=3)=[O:21])[CH2:11][CH2:10]1.B(Br)(Br)Br, predict the reaction product. (6) Given the reactants [C:1]12([CH2:11][C:12]([NH:14][C:15]3[C:24]([Cl:25])=[CH:23][CH:22]=[C:21]4[C:16]=3[CH:17]=[CH:18][C:19](Cl)=[N:20]4)=[O:13])[CH2:10][CH:5]3[CH2:6][CH:7]([CH2:9][CH:3]([CH2:4]3)[CH2:2]1)[CH2:8]2.C(=O)([O-])[O-].[K+].[K+].[NH2:33][CH2:34][CH2:35][NH:36][CH2:37][CH2:38][OH:39], predict the reaction product. The product is: [ClH:25].[ClH:25].[C:1]12([CH2:11][C:12]([NH:14][C:15]3[C:24]([Cl:25])=[CH:23][CH:22]=[C:21]4[C:16]=3[CH:17]=[CH:18][C:19]([NH:33][CH2:34][CH2:35][NH:36][CH2:37][CH2:38][OH:39])=[N:20]4)=[O:13])[CH2:10][CH:5]3[CH2:4][CH:3]([CH2:9][CH:7]([CH2:6]3)[CH2:8]1)[CH2:2]2. (7) Given the reactants [CH:1]1[C:6]2[C:7](=O)[NH:8][C:9]3[CH:15]=[CH:14][CH:13]=[CH:12][C:10]=3[S:11][C:5]=2[CH:4]=[CH:3][CH:2]=1.P(Cl)(Cl)([Cl:19])=O, predict the reaction product. The product is: [Cl:19][C:7]1[C:6]2[CH:1]=[CH:2][CH:3]=[CH:4][C:5]=2[S:11][C:10]2[CH:12]=[CH:13][CH:14]=[CH:15][C:9]=2[N:8]=1.